From a dataset of Peptide-MHC class II binding affinity with 134,281 pairs from IEDB. Regression. Given a peptide amino acid sequence and an MHC pseudo amino acid sequence, predict their binding affinity value. This is MHC class II binding data. (1) The peptide sequence is SQKYSGSVANEANVY. The MHC is H-2-IAb with pseudo-sequence H-2-IAb. The binding affinity (normalized) is 0.509. (2) The MHC is DRB4_0101 with pseudo-sequence DRB4_0103. The binding affinity (normalized) is 0.776. The peptide sequence is NHFFNHHKVMLLGHD. (3) The peptide sequence is LEAAVKQAYAATIAA. The MHC is DRB1_0701 with pseudo-sequence DRB1_0701. The binding affinity (normalized) is 0.944. (4) The MHC is DRB3_0301 with pseudo-sequence DRB3_0301. The peptide sequence is KKGLNWITKVIMGAVLI. The binding affinity (normalized) is 0.756. (5) The peptide sequence is GITIKKTGQALVVGI. The MHC is HLA-DQA10301-DQB10302 with pseudo-sequence HLA-DQA10301-DQB10302. The binding affinity (normalized) is 0.290. (6) The peptide sequence is PEQPQQSFPEQERP. The MHC is DRB1_0101 with pseudo-sequence DRB1_0101. The binding affinity (normalized) is 0.153. (7) The peptide sequence is LVNLLIFHINGKIIK. The MHC is DRB1_0901 with pseudo-sequence DRB1_0901. The binding affinity (normalized) is 0.441. (8) The peptide sequence is SDYVYEPFPKRVWEQ. The MHC is HLA-DPA10201-DPB10501 with pseudo-sequence HLA-DPA10201-DPB10501. The binding affinity (normalized) is 0.395. (9) The peptide sequence is RQEKWMTGRMGERQL. The MHC is DRB3_0101 with pseudo-sequence DRB3_0101. The binding affinity (normalized) is 0.233. (10) The peptide sequence is VGSKLIVAMSSWLQK. The MHC is DRB1_1302 with pseudo-sequence DRB1_1302. The binding affinity (normalized) is 0.996.